Dataset: Reaction yield outcomes from USPTO patents with 853,638 reactions. Task: Predict the reaction yield, written as a fraction of the theoretical maximum amount of product (1.0 means a 100% yield; for example, 0.34 means a 34% yield). (1) The reactants are Cl.[NH2:2][CH2:3][C:4]([C:6]1[CH:11]=[C:10]([F:12])[CH:9]=[CH:8][C:7]=1[S:13][CH3:14])=[O:5].C(O)(=O)C.CO[CH:21]1[CH2:25][CH2:24][CH:23](OC)O1. The catalyst is O. The product is [F:12][C:10]1[CH:9]=[CH:8][C:7]([S:13][CH3:14])=[C:6]([C:4](=[O:5])[CH2:3][N:2]2[CH:21]=[CH:25][CH:24]=[CH:23]2)[CH:11]=1. The yield is 0.500. (2) The reactants are OS([O-])=O.[Na+].[CH:6](=O)[C:7]1[CH:12]=[CH:11][CH:10]=[CH:9][CH:8]=1.[NH2:14][C:15]1[CH:16]=[C:17]([CH:22]=[CH:23][C:24]=1[NH2:25])[C:18]([O:20][CH3:21])=[O:19].O. The catalyst is C(O)C. The product is [C:7]1([C:6]2[NH:25][C:24]3[CH:23]=[CH:22][C:17]([C:18]([O:20][CH3:21])=[O:19])=[CH:16][C:15]=3[N:14]=2)[CH:12]=[CH:11][CH:10]=[CH:9][CH:8]=1. The yield is 0.970. (3) The reactants are Br[C:2]1[CH:11]=[CH:10][C:9]2[C:4](=[CH:5][C:6]([F:14])=[C:7]([F:13])[C:8]=2[F:12])[C:3]=1[CH:15]=[O:16].[CH2:17]([Sn](CC)(CC)CC)[CH3:18].O. The catalyst is CN(C)C=O.C1C=CC([P]([Pd]([P](C2C=CC=CC=2)(C2C=CC=CC=2)C2C=CC=CC=2)([P](C2C=CC=CC=2)(C2C=CC=CC=2)C2C=CC=CC=2)[P](C2C=CC=CC=2)(C2C=CC=CC=2)C2C=CC=CC=2)(C2C=CC=CC=2)C2C=CC=CC=2)=CC=1. The product is [CH2:17]([C:2]1[CH:11]=[CH:10][C:9]2[C:4](=[CH:5][C:6]([F:14])=[C:7]([F:13])[C:8]=2[F:12])[C:3]=1[CH:15]=[O:16])[CH3:18]. The yield is 1.00. (4) The reactants are [N:1]1[CH:6]=[CH:5][CH:4]=[C:3]([C:7]2[CH:8]=[C:9]3[C:15]([C:16]4[N:21]=[C:20]([N:22]5[CH2:28][CH2:27][CH2:26][C@H:25]([NH:29]C(=O)OCC6C=CC=CC=6)[CH2:24][CH2:23]5)[CH:19]=[CH:18][CH:17]=4)=[N:14][N:13](C4CCCCO4)[C:10]3=[CH:11][N:12]=2)[CH:2]=1.Cl. The catalyst is O. The product is [N:1]1[CH:6]=[CH:5][CH:4]=[C:3]([C:7]2[CH:8]=[C:9]3[C:15]([C:16]4[N:21]=[C:20]([N:22]5[CH2:28][CH2:27][CH2:26][C@H:25]([NH2:29])[CH2:24][CH2:23]5)[CH:19]=[CH:18][CH:17]=4)=[N:14][NH:13][C:10]3=[CH:11][N:12]=2)[CH:2]=1. The yield is 0.110. (5) The reactants are Cl.[Cl:2][C:3]1[N:8]=[C:7]2[CH:9]=[CH:10][N:11]([CH2:12][C@H:13]3[CH2:17][CH2:16][N:15](C(OC(C)(C)C)=O)[CH2:14]3)[C:6]2=[CH:5][C:4]=1[C:25]1[CH:30]=[CH:29][C:28]([C:31]#[N:32])=[CH:27][CH:26]=1. No catalyst specified. The product is [Cl:2][C:3]1[N:8]=[C:7]2[CH:9]=[CH:10][N:11]([CH2:12][C@H:13]3[CH2:17][CH2:16][NH:15][CH2:14]3)[C:6]2=[CH:5][C:4]=1[C:25]1[CH:30]=[CH:29][C:28]([C:31]#[N:32])=[CH:27][CH:26]=1. The yield is 0.900. (6) The reactants are N[C:2]1[CH:7]=[CH:6][C:5]([O:8][C:9]2[CH:13]=[C:12]([CH3:14])[NH:11][N:10]=2)=[CH:4][C:3]=1[C:15]([F:18])([F:17])[F:16].[ClH:19].CC(C)=O.N([O-])=O.[Na+]. The catalyst is O. The product is [Cl:19][C:2]1[CH:7]=[CH:6][C:5]([O:8][C:9]2[CH:13]=[C:12]([CH3:14])[NH:11][N:10]=2)=[CH:4][C:3]=1[C:15]([F:18])([F:17])[F:16]. The yield is 0.987. (7) The reactants are [Cl:1][C:2]1[CH:3]=[C:4]([CH:16]=[C:17]([Cl:19])[CH:18]=1)[N:5]([CH2:7][C:8]1[CH:15]=[C:11]2[O:12][CH2:13][CH2:14][N:10]2[N:9]=1)[CH3:6].F[C:21](F)(F)S(OC)(=O)=O.[I-].[Na+].CC1C=CC(S(O)(=O)=O)=CC=1.CC([O-])(C)C.[K+]. The catalyst is C(#N)C. The product is [Cl:1][C:2]1[CH:3]=[C:4]([N:5]([CH2:7][C:8]2[N:9]([CH3:21])[N:10]([CH:14]=[CH2:13])[C:11](=[O:12])[CH:15]=2)[CH3:6])[CH:16]=[C:17]([Cl:19])[CH:18]=1. The yield is 0.550.